This data is from Forward reaction prediction with 1.9M reactions from USPTO patents (1976-2016). The task is: Predict the product of the given reaction. (1) Given the reactants CO[C:3](=[O:35])[C:4]1[CH:9]=[CH:8][C:7]([O:10][C@H:11]([C:19]2[CH:20]=[N:21][C:22]([C:25]3[CH:30]=[CH:29][C:28]([C:31]([F:34])([F:33])[F:32])=[CH:27][CH:26]=3)=[CH:23][CH:24]=2)[CH2:12][CH:13]2[CH2:18][CH2:17][CH2:16][CH2:15][CH2:14]2)=[CH:6][CH:5]=1.[OH-:36].[Na+], predict the reaction product. The product is: [CH:13]1([CH2:12][C@@H:11]([C:19]2[CH:20]=[N:21][C:22]([C:25]3[CH:30]=[CH:29][C:28]([C:31]([F:32])([F:33])[F:34])=[CH:27][CH:26]=3)=[CH:23][CH:24]=2)[O:10][C:7]2[CH:6]=[CH:5][C:4]([C:3]([NH:21][CH2:20][CH2:19][C:11]([OH:10])=[O:36])=[O:35])=[CH:9][CH:8]=2)[CH2:18][CH2:17][CH2:16][CH2:15][CH2:14]1. (2) Given the reactants [N:1]1([C:7]2[CH:12]=[CH:11][C:10]([CH2:13][C:14]([C:16]3[CH:21]=[CH:20][CH:19]=[CH:18][CH:17]=3)=O)=[CH:9][CH:8]=2)[CH2:6][CH2:5][O:4][CH2:3][CH2:2]1.[Br:22][C:23]1[CH:24]=[CH:25][C:26]([NH:29]N)=[N:27][CH:28]=1, predict the reaction product. The product is: [Br:22][C:23]1[CH:24]=[C:25]2[C:13]([C:10]3[CH:11]=[CH:12][C:7]([N:1]4[CH2:6][CH2:5][O:4][CH2:3][CH2:2]4)=[CH:8][CH:9]=3)=[C:14]([C:16]3[CH:21]=[CH:20][CH:19]=[CH:18][CH:17]=3)[NH:29][C:26]2=[N:27][CH:28]=1. (3) Given the reactants [CH2:1]([O:8][C:9]([NH:11][C@H:12]([C:24]([OH:26])=O)[CH2:13][CH2:14][CH2:15][NH:16][C:17]([O:19][C:20]([CH3:23])([CH3:22])[CH3:21])=[O:18])=[O:10])[C:2]1[CH:7]=[CH:6][CH:5]=[CH:4][CH:3]=1.[NH2:27][C@H:28]([CH2:40][C:41]([NH:43][CH2:44][CH2:45][NH:46][C:47]([O:49][C:50]([CH3:53])([CH3:52])[CH3:51])=[O:48])=[O:42])[CH2:29][CH2:30][CH2:31][NH:32][C:33](=[O:39])[O:34][C:35]([CH3:38])([CH3:37])[CH3:36].C(Cl)CCl.C1C=CC2N(O)N=NC=2C=1, predict the reaction product. The product is: [C:20]([O:19][C:17]([NH:16][CH2:15][CH2:14][CH2:13][C@H:12]([NH:11][C:9](=[O:10])[O:8][CH2:1][C:2]1[CH:3]=[CH:4][CH:5]=[CH:6][CH:7]=1)[C:24](=[O:26])[NH:27][C@@H:28]([CH2:29][CH2:30][CH2:31][NH:32][C:33]([O:34][C:35]([CH3:38])([CH3:37])[CH3:36])=[O:39])[CH2:40][C:41](=[O:42])[NH:43][CH2:44][CH2:45][NH:46][C:47](=[O:48])[O:49][C:50]([CH3:53])([CH3:51])[CH3:52])=[O:18])([CH3:21])([CH3:22])[CH3:23]. (4) The product is: [OH:4][C@H:5]1[CH2:10][C@H:9]([CH3:11])[CH2:8][CH2:7][C@H:6]1[C:12]([N:14]([CH:30]([CH3:32])[CH3:31])[C:15]1[S:16][C:17]([C:24]2[CH:25]=[CH:26][CH:27]=[CH:28][CH:29]=2)=[CH:18][C:19]=1[C:20]([OH:22])=[O:21])=[O:13]. Given the reactants C([O:4][C@H:5]1[CH2:10][C@H:9]([CH3:11])[CH2:8][CH2:7][C@H:6]1[C:12]([N:14]([CH:30]([CH3:32])[CH3:31])[C:15]1[S:16][C:17]([C:24]2[CH:29]=[CH:28][CH:27]=[CH:26][CH:25]=2)=[CH:18][C:19]=1[C:20]([O:22]C)=[O:21])=[O:13])(=O)C.[OH-].[Li+].C(OCC)(=O)C, predict the reaction product. (5) Given the reactants [NH2:1][C:2]1[CH:7]=[CH:6][C:5]([C:8]2[C:12]([C:13]3[CH:18]=[CH:17][N:16]=[C:15]4[NH:19][C:20]([C:22]5[CH:27]=[CH:26][CH:25]=[C:24]([CH2:28][N:29]6[CH2:34][CH2:33][O:32][CH2:31][CH2:30]6)[CH:23]=5)=[CH:21][C:14]=34)=[CH:11][N:10]([CH2:35][CH3:36])[N:9]=2)=[CH:4][CH:3]=1.[CH2:37]([N:39]=[C:40]=[O:41])[CH3:38], predict the reaction product. The product is: [CH3:38][CH2:37][NH:39][C:40]([NH:1][C:2]1[CH:3]=[CH:4][C:5]([C:8]2[C:12]([C:13]3[CH:18]=[CH:17][N:16]=[C:15]4[C:14]=3[CH:21]=[C:20]([C:22]3[CH:27]=[CH:26][CH:25]=[C:24]([CH2:28][N:29]5[CH2:30][CH2:31][O:32][CH2:33][CH2:34]5)[CH:23]=3)[NH:19]4)=[CH:11][N:10]([CH2:35][CH3:36])[N:9]=2)=[CH:6][CH:7]=1)=[O:41].